Dataset: Forward reaction prediction with 1.9M reactions from USPTO patents (1976-2016). Task: Predict the product of the given reaction. (1) Given the reactants [C:1]([C:3]1[CH:8]=[CH:7][CH:6]=[CH:5][C:4]=1[CH2:9][C:10]([NH2:12])=[O:11])#[CH:2].[Cl:13][C:14]1[N:19]=[C:18](Cl)[C:17]([CH3:21])=[CH:16][N:15]=1.CCN(CC)CC, predict the reaction product. The product is: [Cl:13][C:14]1[N:19]=[C:18]([C:2]#[C:1][C:3]2[CH:8]=[CH:7][CH:6]=[CH:5][C:4]=2[CH2:9][C:10]([NH2:12])=[O:11])[C:17]([CH3:21])=[CH:16][N:15]=1. (2) Given the reactants [NH2:1][CH2:2][C:3]1[CH:16]=[CH:15][CH:14]=[CH:13][C:4]=1[NH:5][C:6]1[CH:11]=[CH:10][CH:9]=[CH:8][C:7]=1[F:12].[S:17](N)(N)(=[O:19])=[O:18], predict the reaction product. The product is: [F:12][C:7]1[CH:8]=[CH:9][CH:10]=[CH:11][C:6]=1[N:5]1[C:4]2[CH:13]=[CH:14][CH:15]=[CH:16][C:3]=2[CH2:2][NH:1][S:17]1(=[O:19])=[O:18]. (3) Given the reactants [Li]CCCC.Br[C:7]1[CH:8]=[CH:9][C:10]2[C:11]([CH:22]=1)=[C:12]([C:15]1[CH:20]=[CH:19][CH:18]=[C:17]([Cl:21])[CH:16]=1)[O:13][N:14]=2.[Cl:23][C:24]1[N:29]=[CH:28][C:27]([C:30]([C:32]2[N:36]([CH3:37])[CH:35]=[N:34][CH:33]=2)=[O:31])=[CH:26][CH:25]=1.O, predict the reaction product. The product is: [Cl:21][C:17]1[CH:16]=[C:15]([C:12]2[O:13][N:14]=[C:10]3[CH:9]=[CH:8][C:7]([C:30]([C:27]4[CH:28]=[N:29][C:24]([Cl:23])=[CH:25][CH:26]=4)([C:32]4[N:36]([CH3:37])[CH:35]=[N:34][CH:33]=4)[OH:31])=[CH:22][C:11]=23)[CH:20]=[CH:19][CH:18]=1. (4) Given the reactants [F:1][C:2]1[C:3]([N+:12]([O-:14])=[O:13])=[C:4]([CH:8]=[C:9]([F:11])[CH:10]=1)[C:5]([OH:7])=O.C(Cl)(=O)C(Cl)=O.[Br:21][C:22]1[C:23]([CH3:29])=[C:24]([CH:26]=[CH:27][CH:28]=1)[NH2:25].C([O-])(O)=O.[Na+], predict the reaction product. The product is: [Br:21][C:22]1[C:23]([CH3:29])=[C:24]([NH:25][C:5](=[O:7])[C:4]2[CH:8]=[C:9]([F:11])[CH:10]=[C:2]([F:1])[C:3]=2[N+:12]([O-:14])=[O:13])[CH:26]=[CH:27][CH:28]=1. (5) Given the reactants I[C:2]1[C:7]2[N:8]=[C:9]([S:12][CH3:13])[N:10]=[CH:11][C:6]=2[C:5](=[O:14])[NH:4][CH:3]=1.C([N:22]1[C:30]2[C:25](=[CH:26][CH:27]=[C:28]([C:31]#[N:32])[CH:29]=2)[C:24](B(O)O)=[CH:23]1)(OC(C)(C)C)=O.O.O.O.P([O-])([O-])([O-])=O.[K+].[K+].[K+], predict the reaction product. The product is: [CH3:13][S:12][C:9]1[N:10]=[CH:11][C:6]2[C:5](=[O:14])[NH:4][CH:3]=[C:2]([C:24]3[C:25]4[C:30](=[CH:29][C:28]([C:31]#[N:32])=[CH:27][CH:26]=4)[NH:22][CH:23]=3)[C:7]=2[N:8]=1. (6) The product is: [ClH:30].[CH:1]1([C:4]2[CH:5]=[C:6]([C@@H:16]([CH2:20][C@H:21]3[CH2:26][CH2:25][C:23](=[O:24])[CH2:22]3)[C:17]([NH:40][C:37]3[CH:36]=[CH:35][C:34]([CH3:33])=[CH:39][N:38]=3)=[O:18])[CH:7]=[CH:8][C:9]=2[S:10]([CH:13]2[CH2:15][CH2:14]2)(=[O:12])=[O:11])[CH2:3][CH2:2]1. Given the reactants [CH:1]1([C:4]2[CH:5]=[C:6]([C@@H:16]([CH2:20][CH:21]3[CH2:26][CH2:25][O:24][CH2:23][CH2:22]3)[C:17](O)=[O:18])[CH:7]=[CH:8][C:9]=2[S:10]([CH:13]2[CH2:15][CH2:14]2)(=[O:12])=[O:11])[CH2:3][CH2:2]1.C(Cl)(=O)C([Cl:30])=O.[CH3:33][C:34]1[CH:35]=[CH:36][C:37]([NH2:40])=[N:38][CH:39]=1.C(OC(C)C)(C)C, predict the reaction product. (7) Given the reactants Cl[C:2]1[C:11]2[C:6](=[CH:7][CH:8]=[CH:9][CH:10]=2)[N:5]=[C:4]([C:12]2[CH:17]=[CH:16][CH:15]=[CH:14][C:13]=2[F:18])[C:3]=1[CH3:19].[O:20]1[CH2:25][CH2:24][N:23]([C:26]2[CH:32]=[CH:31][C:30]([C:33]3[CH:34]=[N:35][CH:36]=[CH:37][CH:38]=3)=[CH:29][C:27]=2[NH2:28])[CH2:22][CH2:21]1.Cl.O1CCOCC1, predict the reaction product. The product is: [F:18][C:13]1[CH:14]=[CH:15][CH:16]=[CH:17][C:12]=1[C:4]1[C:3]([CH3:19])=[C:2]([NH:28][C:27]2[CH:29]=[C:30]([C:33]3[CH:34]=[N:35][CH:36]=[CH:37][CH:38]=3)[CH:31]=[CH:32][C:26]=2[N:23]2[CH2:24][CH2:25][O:20][CH2:21][CH2:22]2)[C:11]2[C:6](=[CH:7][CH:8]=[CH:9][CH:10]=2)[N:5]=1. (8) Given the reactants [CH:1]1([N:4]2[C:11](=[O:12])[CH2:10][CH2:9][N:8]([CH2:13][C:14]([C:16]3[CH:21]=[CH:20][C:19]([F:22])=[CH:18][CH:17]=3)=[O:15])[C:7]3[CH:23]=[CH:24][C:25]([O:27][CH3:28])=[CH:26][C:6]=3[CH2:5]2)[CH2:3][CH2:2]1.[BH4-].[Na+].CC(C)=O.ClCCl, predict the reaction product. The product is: [CH:1]1([N:4]2[C:11](=[O:12])[CH2:10][CH2:9][N:8]([CH2:13][CH:14]([C:16]3[CH:21]=[CH:20][C:19]([F:22])=[CH:18][CH:17]=3)[OH:15])[C:7]3[CH:23]=[CH:24][C:25]([O:27][CH3:28])=[CH:26][C:6]=3[CH2:5]2)[CH2:2][CH2:3]1. (9) Given the reactants COC1C=CC(C[N:8]2[C:16]3[CH:15]=[CH:14][N:13]=[C:12]([NH:17][CH:18]4[CH2:23][CH2:22][O:21][CH2:20][CH2:19]4)[C:11]=3[C:10]([O:24][C:25]3[CH:30]=[CH:29][CH:28]=[CH:27][CH:26]=3)=[N:9]2)=CC=1.FC(F)(F)S(O)(=O)=O, predict the reaction product. The product is: [O:24]([C:10]1[C:11]2[C:12]([NH:17][CH:18]3[CH2:23][CH2:22][O:21][CH2:20][CH2:19]3)=[N:13][CH:14]=[CH:15][C:16]=2[NH:8][N:9]=1)[C:25]1[CH:26]=[CH:27][CH:28]=[CH:29][CH:30]=1. (10) Given the reactants C([Li])CCC.C([Mg]Cl)(C)C.Br[C:12]1[N:17]=[CH:16][C:15]([N:18]([CH2:28][C:29]2[CH:34]=[CH:33][C:32]([O:35][CH3:36])=[CH:31][CH:30]=2)[CH2:19][C:20]2[CH:25]=[CH:24][C:23]([O:26][CH3:27])=[CH:22][CH:21]=2)=[CH:14][CH:13]=1.Cl[C:38]1[C:39]2[CH2:52][CH2:51][N:50]([C:53]3[CH:58]=[CH:57][N:56]=[CH:55][CH:54]=3)[C:40]=2[N:41]=[C:42]([N:44]2[CH2:49][CH2:48][O:47][CH2:46][CH2:45]2)[N:43]=1, predict the reaction product. The product is: [CH3:27][O:26][C:23]1[CH:24]=[CH:25][C:20]([CH2:19][N:18]([CH2:28][C:29]2[CH:34]=[CH:33][C:32]([O:35][CH3:36])=[CH:31][CH:30]=2)[C:15]2[CH:16]=[N:17][C:12]([C:38]3[C:39]4[CH2:52][CH2:51][N:50]([C:53]5[CH:54]=[CH:55][N:56]=[CH:57][CH:58]=5)[C:40]=4[N:41]=[C:42]([N:44]4[CH2:45][CH2:46][O:47][CH2:48][CH2:49]4)[N:43]=3)=[CH:13][CH:14]=2)=[CH:21][CH:22]=1.